Task: Predict the product of the given reaction.. Dataset: Forward reaction prediction with 1.9M reactions from USPTO patents (1976-2016) (1) Given the reactants [F:1][C:2]1[CH:7]=[CH:6][C:5]([C:8]2[S:9][C:10]([C:13]([C:16]3[CH:21]=[CH:20][N:19]=[CH:18][CH:17]=3)([OH:15])[CH3:14])=[CH:11][N:12]=2)=[CH:4][CH:3]=1.[ClH:22].O1CCOCC1, predict the reaction product. The product is: [ClH:22].[F:1][C:2]1[CH:7]=[CH:6][C:5]([C:8]2[S:9][C:10]([C:13]([C:16]3[CH:17]=[CH:18][N:19]=[CH:20][CH:21]=3)([OH:15])[CH3:14])=[CH:11][N:12]=2)=[CH:4][CH:3]=1. (2) Given the reactants [O:1]([CH2:8][C@@H:9]1[CH2:11][O:10]1)[C:2]1[CH:7]=[CH:6][CH:5]=[CH:4][CH:3]=1.[CH2:12]([NH:19][CH2:20][C:21]1[CH:26]=[CH:25][CH:24]=[CH:23][CH:22]=1)[C:13]1[CH:18]=[CH:17][CH:16]=[CH:15][CH:14]=1, predict the reaction product. The product is: [CH2:20]([N:19]([CH2:12][C:13]1[CH:18]=[CH:17][CH:16]=[CH:15][CH:14]=1)[CH2:11][C@H:9]([OH:10])[CH2:8][O:1][C:2]1[CH:7]=[CH:6][CH:5]=[CH:4][CH:3]=1)[C:21]1[CH:26]=[CH:25][CH:24]=[CH:23][CH:22]=1. (3) The product is: [Cl:1][C:2]1[CH:3]=[C:4]([CH:29]=[CH:30][C:31]=1[F:32])[CH2:5][N:6]1[CH2:15][CH2:14][C:13]2[C:8](=[C:9]([OH:27])[C:10](=[O:26])[N:11]([CH2:20][CH2:21][CH2:22][CH2:23][NH:24][CH3:25])[C:12]=2[C:16]([OH:18])=[O:17])[C:7]1=[O:28]. Given the reactants [Cl:1][C:2]1[CH:3]=[C:4]([CH:29]=[CH:30][C:31]=1[F:32])[CH2:5][N:6]1[CH2:15][CH2:14][C:13]2[C:8](=[C:9]([OH:27])[C:10](=[O:26])[N:11]([CH2:20][CH2:21][CH2:22][CH2:23][NH:24][CH3:25])[C:12]=2[C:16]([O:18]C)=[O:17])[C:7]1=[O:28].[OH-].[K+].O1CCCC1CO.O, predict the reaction product. (4) Given the reactants Cl[C:2]1[C:3]([N+:9]([O-:11])=[O:10])=[C:4]([CH:6]=[CH:7][CH:8]=1)[NH2:5].C(=O)([O-])[O-].[K+].[K+].[N:18]1([CH2:24][CH2:25][N:26]2[CH2:31][CH2:30][O:29][CH2:28][CH2:27]2)[CH2:23][CH2:22][NH:21][CH2:20][CH2:19]1, predict the reaction product. The product is: [N:26]1([CH2:25][CH2:24][N:18]2[CH2:19][CH2:20][N:21]([C:2]3[C:3]([N+:9]([O-:11])=[O:10])=[C:4]([CH:6]=[CH:7][CH:8]=3)[NH2:5])[CH2:22][CH2:23]2)[CH2:27][CH2:28][O:29][CH2:30][CH2:31]1. (5) Given the reactants Cl[C:2]1[N:12]=[CH:11][CH:10]=[CH:9][C:3]=1[C:4]([O:6][CH2:7][CH3:8])=[O:5].[C:13]1([CH2:19][CH2:20][CH2:21][NH2:22])[CH:18]=[CH:17][CH:16]=[CH:15][CH:14]=1.C(O)C, predict the reaction product. The product is: [C:13]1([CH2:19][CH2:20][CH2:21][NH:22][C:2]2[N:12]=[CH:11][CH:10]=[CH:9][C:3]=2[C:4]([O:6][CH2:7][CH3:8])=[O:5])[CH:18]=[CH:17][CH:16]=[CH:15][CH:14]=1. (6) The product is: [NH2:1][C:2]1[C:11]([F:12])=[C:10]([N:26]2[CH2:27][CH:28]3[CH:24]([C:23]4([NH2:22])[CH:30]([CH2:29]3)[CH2:31]4)[CH2:25]2)[C:9]([F:14])=[C:8]2[C:3]=1[C:4](=[O:21])[C:5]([C:18]([OH:20])=[O:19])=[CH:6][N:7]2[CH:15]1[CH2:17][CH2:16]1. Given the reactants [NH2:1][C:2]1[C:11]([F:12])=[C:10](F)[C:9]([F:14])=[C:8]2[C:3]=1[C:4](=[O:21])[C:5]([C:18]([OH:20])=[O:19])=[CH:6][N:7]2[CH:15]1[CH2:17][CH2:16]1.[NH2:22][C:23]12[CH2:31][CH:30]1[CH2:29][CH:28]1[CH:24]2[CH2:25][NH:26][CH2:27]1.C(N(CC)CC)C, predict the reaction product.